Dataset: Full USPTO retrosynthesis dataset with 1.9M reactions from patents (1976-2016). Task: Predict the reactants needed to synthesize the given product. (1) Given the product [C:12]([C:16]1[CH:15]=[CH:14][CH:13]=[C:12]2[C:17]=1[CH2:18][CH2:19][N:10]1[C:9](=[O:20])[CH2:8][N:7]=[C:6]([N:33]3[CH:34]=[C:30]([CH2:29][O:28][CH3:27])[N:31]=[CH:32]3)[CH:5]=[C:11]12)([CH3:17])([CH3:13])[CH3:11], predict the reactants needed to synthesize it. The reactants are: C([C:5]1[C:6](=O)[NH:7][CH2:8][C:9](=[O:20])[N:10]2[CH2:19][CH2:18][C:17]3[C:12](=[CH:13][CH:14]=[CH:15][CH:16]=3)[C:11]=12)(C)(C)C.O=P(Cl)(Cl)Cl.[CH3:27][O:28][CH2:29][C:30]1[N:31]=[CH:32][NH:33][CH:34]=1. (2) Given the product [Br:2][C:3]1[CH:4]=[C:5]([C:8]2[O:12][N:11]=[C:10]([C@H:13]3[CH2:18][CH2:17][CH2:16][N:15]([C:26]([C:25]4[CH:24]=[CH:23][N:22]=[CH:21][C:20]=4[F:19])=[O:27])[CH2:14]3)[N:9]=2)[NH:6][CH:7]=1, predict the reactants needed to synthesize it. The reactants are: Cl.[Br:2][C:3]1[CH:4]=[C:5]([C:8]2[O:12][N:11]=[C:10]([C@H:13]3[CH2:18][CH2:17][CH2:16][NH:15][CH2:14]3)[N:9]=2)[NH:6][CH:7]=1.[F:19][C:20]1[CH:21]=[N:22][CH:23]=[CH:24][C:25]=1[C:26](O)=[O:27].